This data is from Forward reaction prediction with 1.9M reactions from USPTO patents (1976-2016). The task is: Predict the product of the given reaction. (1) Given the reactants [CH2:1](O)[CH2:2][CH2:3][CH3:4].S(Cl)(Cl)=O.[NH2:10][C:11]1[C:16]([C:17]([OH:19])=[O:18])=[CH:15][CH:14]=[C:13]([C:20]([F:23])([F:22])[F:21])[N:12]=1.C(=O)([O-])O.[Na+], predict the reaction product. The product is: [NH2:10][C:11]1[C:16]([C:17]([O:19][CH2:1][CH2:2][CH2:3][CH3:4])=[O:18])=[CH:15][CH:14]=[C:13]([C:20]([F:21])([F:23])[F:22])[N:12]=1. (2) Given the reactants [F:1][C:2]1[CH:7]=[CH:6][C:5]([C@H:8]2[CH2:12][O:11][C:10](=[O:13])[N:9]2[C:14]2[CH:19]=[CH:18][N:17]3[N:20]=[CH:21][C:22]([C:23]4[CH:35]=[CH:34][C:26]([C:27]([NH:29][NH:30][C:31](=[NH:33])[CH3:32])=O)=[CH:25][CH:24]=4)=[C:16]3[N:15]=2)=[CH:4][CH:3]=1.C(Cl)(Cl)(Cl)Cl.C(N(CC)CC)C.C1(P(C2C=CC=CC=2)C2C=CC=CC=2)C=CC=CC=1, predict the reaction product. The product is: [F:1][C:2]1[CH:3]=[CH:4][C:5]([C@H:8]2[CH2:12][O:11][C:10](=[O:13])[N:9]2[C:14]2[CH:19]=[CH:18][N:17]3[N:20]=[CH:21][C:22]([C:23]4[CH:35]=[CH:34][C:26]([C:27]5[NH:33][C:31]([CH3:32])=[N:30][N:29]=5)=[CH:25][CH:24]=4)=[C:16]3[N:15]=2)=[CH:6][CH:7]=1. (3) Given the reactants C([Li])CCC.[Br:6][C:7]1[CH:12]=[CH:11][C:10]([Br:13])=[CH:9][C:8]=1[C:14]([F:17])([F:16])[F:15].C[N:19]([CH3:22])C=O.Cl.N[OH:25], predict the reaction product. The product is: [Br:6][C:7]1[CH:12]=[CH:11][C:10]([Br:13])=[CH:9][C:8]=1[C:14]([F:17])([F:15])[F:16].[Br:13][C:10]1[CH:11]=[CH:12][C:7]([CH:22]=[N:19][OH:25])=[C:8]([C:14]([F:17])([F:16])[F:15])[CH:9]=1. (4) The product is: [NH2:1][C:4]1[C:5]([OH:19])=[C:6]([C:10]([N:12]2[CH2:13][CH2:14][N:15]([CH3:18])[CH2:16][CH2:17]2)=[O:11])[CH:7]=[CH:8][CH:9]=1. Given the reactants [N+:1]([C:4]1[C:5]([OH:19])=[C:6]([C:10]([N:12]2[CH2:17][CH2:16][N:15]([CH3:18])[CH2:14][CH2:13]2)=[O:11])[CH:7]=[CH:8][CH:9]=1)([O-])=O, predict the reaction product.